Dataset: HIV replication inhibition screening data with 41,000+ compounds from the AIDS Antiviral Screen. Task: Binary Classification. Given a drug SMILES string, predict its activity (active/inactive) in a high-throughput screening assay against a specified biological target. (1) The drug is O=C(O)C=Cc1ccc(O)c(O)c1. The result is 0 (inactive). (2) The drug is O=C1NC2C(O)C(O)C(O)C(O)C2c2cc3c(c(O)c21)OCO3. The result is 0 (inactive). (3) The drug is CCCCNC1=C(C(=O)OCC)C(=O)CO1. The result is 0 (inactive). (4) The drug is CC1=CC(=O)C(=CNC(=S)NCCc2ccccc2)C(=O)O1. The result is 0 (inactive). (5) The molecule is COc1ccc2nc3cc(Cl)ccc3c(NCCNCCCNC(=O)c3cc(-c4ccccc4)nc4ccccc34)c2c1. The result is 0 (inactive). (6) The result is 0 (inactive). The molecule is CC(C)(C)C(=O)OC1C=CC(O)C2C3C=CC(C3)C12. (7) The compound is O=NC1C(Cl)C2CC1C1C(Br)C(Br)CC21. The result is 0 (inactive).